Dataset: Forward reaction prediction with 1.9M reactions from USPTO patents (1976-2016). Task: Predict the product of the given reaction. (1) Given the reactants F[C:2]1[CH:7]=[CH:6][C:5]([N+:8]([O-:10])=[O:9])=[CH:4][CH:3]=1.C(=O)([O-])O.[Na+].[NH:16]1[CH2:20][CH2:19][CH:18]([OH:21])[CH2:17]1, predict the reaction product. The product is: [N+:8]([C:5]1[CH:6]=[CH:7][C:2]([N:16]2[CH2:20][CH2:19][CH:18]([OH:21])[CH2:17]2)=[CH:3][CH:4]=1)([O-:10])=[O:9]. (2) The product is: [C:1]([N:4]1[C:13]2[C:8](=[CH:9][C:10]([NH:14][C:27](=[O:28])[C:26]3[CH:30]=[CH:31][CH:32]=[C:33]([CH3:34])[C:25]=3[Br:24])=[CH:11][CH:12]=2)[C:7]([C:16]2[CH:21]=[CH:20][CH:19]=[CH:18][CH:17]=2)([CH3:15])[CH2:6][C:5]1([CH3:23])[CH3:22])(=[O:3])[CH3:2]. Given the reactants [C:1]([N:4]1[C:13]2[C:8](=[CH:9][C:10]([NH2:14])=[CH:11][CH:12]=2)[C:7]([C:16]2[CH:21]=[CH:20][CH:19]=[CH:18][CH:17]=2)([CH3:15])[CH2:6][C:5]1([CH3:23])[CH3:22])(=[O:3])[CH3:2].[Br:24][C:25]1[C:33]([CH3:34])=[CH:32][CH:31]=[CH:30][C:26]=1[C:27](O)=[O:28].CN(C(ON1N=NC2C=CC=NC1=2)=[N+](C)C)C.F[P-](F)(F)(F)(F)F.C(N(CC)C(C)C)(C)C, predict the reaction product. (3) Given the reactants [Cl:1][C:2]1[CH:3]=[C:4]([CH:8]=[CH:9][C:10]=1[C:11]1[CH:20]=[CH:19][C:18]2[C:13](=[CH:14][CH:15]=[C:16]([OH:21])[CH:17]=2)[N:12]=1)[C:5](O)=[O:6].O=S(Cl)Cl.Cl.[NH4+:27].[OH-], predict the reaction product. The product is: [Cl:1][C:2]1[CH:3]=[C:4]([CH:8]=[CH:9][C:10]=1[C:11]1[CH:20]=[CH:19][C:18]2[C:13](=[CH:14][CH:15]=[C:16]([OH:21])[CH:17]=2)[N:12]=1)[C:5]([NH2:27])=[O:6].